The task is: Predict the reaction yield, written as a fraction of the theoretical maximum amount of product (1.0 means a 100% yield; for example, 0.34 means a 34% yield).. This data is from Reaction yield outcomes from USPTO patents with 853,638 reactions. (1) The reactants are [CH3:1][O:2][C:3]1[C:7]([CH3:8])=[C:6]([O:9][CH3:10])[S:5][C:4]=1[C:11]1[CH:51]=[CH:50][C:14]([C:15]([N:17]2[CH2:22][CH2:21][N:20]([CH2:23][CH2:24][CH2:25][N:26]3[CH2:31][CH2:30][N:29]([C:32](=[O:49])[C:33]4[CH:38]=[CH:37][C:36]([C:39]5[S:40][C:41]([O:47][CH3:48])=[C:42]([CH3:46])[C:43]=5[O:44][CH3:45])=[CH:35][CH:34]=4)[CH2:28][CH2:27]3)[CH2:19][CH2:18]2)=[O:16])=[CH:13][CH:12]=1.C(OCC)(=O)C.[ClH:58]. The catalyst is C(Cl)(Cl)Cl. The product is [ClH:58].[ClH:58].[CH3:45][O:44][C:43]1[C:42]([CH3:46])=[C:41]([O:47][CH3:48])[S:40][C:39]=1[C:36]1[CH:35]=[CH:34][C:33]([C:32]([N:29]2[CH2:30][CH2:31][N:26]([CH2:25][CH2:24][CH2:23][N:20]3[CH2:21][CH2:22][N:17]([C:15](=[O:16])[C:14]4[CH:50]=[CH:51][C:11]([C:4]5[S:5][C:6]([O:9][CH3:10])=[C:7]([CH3:8])[C:3]=5[O:2][CH3:1])=[CH:12][CH:13]=4)[CH2:18][CH2:19]3)[CH2:27][CH2:28]2)=[O:49])=[CH:38][CH:37]=1. The yield is 0.710. (2) The reactants are Br[C:2]1[CH:7]=[CH:6][CH:5]=[CH:4][C:3]=1[CH2:8][C:9]([OH:11])=[O:10].BrC1C=CC=CC=1C(O)=O.[SH:22][C:23]1[CH:31]=[CH:30][CH:29]=[CH:28][C:24]=1[C:25]([OH:27])=[O:26]. No catalyst specified. The product is [C:9]([CH2:8][C:3]1[CH:4]=[CH:5][CH:6]=[CH:7][C:2]=1[S:22][C:23]1[CH:31]=[CH:30][CH:29]=[CH:28][C:24]=1[C:25]([OH:27])=[O:26])([OH:11])=[O:10]. The yield is 0.830. (3) The reactants are Br[C:2]1[S:3][C:4]([Cl:10])=[CH:5][C:6]=1[C:7]([NH2:9])=[O:8].[CH2:11]([O:13][C:14]([C:16]1([C:19]2[CH:24]=[CH:23][C:22]([C:25]3[CH:30]=[CH:29][C:28](B4OC(C)(C)C(C)(C)O4)=[CH:27][N:26]=3)=[CH:21][CH:20]=2)[CH2:18][CH2:17]1)=[O:15])[CH3:12].C(=O)([O-])[O-].[Na+].[Na+]. The catalyst is O1CCOCC1.C1C=CC([P]([Pd]([P](C2C=CC=CC=2)(C2C=CC=CC=2)C2C=CC=CC=2)([P](C2C=CC=CC=2)(C2C=CC=CC=2)C2C=CC=CC=2)[P](C2C=CC=CC=2)(C2C=CC=CC=2)C2C=CC=CC=2)(C2C=CC=CC=2)C2C=CC=CC=2)=CC=1.O.C(OCC)(=O)C. The product is [CH2:11]([O:13][C:14]([C:16]1([C:19]2[CH:24]=[CH:23][C:22]([C:25]3[CH:30]=[CH:29][C:28]([C:2]4[S:3][C:4]([Cl:10])=[CH:5][C:6]=4[C:7](=[O:8])[NH2:9])=[CH:27][N:26]=3)=[CH:21][CH:20]=2)[CH2:17][CH2:18]1)=[O:15])[CH3:12]. The yield is 0.740. (4) The reactants are C(OC([N:8]1[CH2:12][CH2:11][CH2:10][CH:9]1[C:13](=[O:35])[NH:14][C:15]1[CH:20]=[CH:19][C:18]([C:21]2[CH:26]=[CH:25][CH:24]=[CH:23][C:22]=2[S:27]([CH3:30])(=[O:29])=[O:28])=[CH:17][C:16]=1[C:31]([F:34])([F:33])[F:32])=O)(C)(C)C.FC(F)(F)C(O)=O. The catalyst is C(Cl)Cl. The product is [CH3:30][S:27]([C:22]1[CH:23]=[CH:24][CH:25]=[CH:26][C:21]=1[C:18]1[CH:19]=[CH:20][C:15]([NH:14][C:13]([CH:9]2[CH2:10][CH2:11][CH2:12][NH:8]2)=[O:35])=[C:16]([C:31]([F:34])([F:32])[F:33])[CH:17]=1)(=[O:29])=[O:28]. The yield is 1.00. (5) The reactants are [N+:1]([C:4]1[CH:9]=[CH:8][CH:7]=[CH:6][C:5]=1[CH2:10][C:11]([O:13][CH3:14])=[O:12])([O-])=O.[C:15](OC(=O)C)(=[O:17])[CH3:16]. The catalyst is C1(C)C=CC=CC=1.[Pd]. The product is [C:15]([NH:1][C:4]1[CH:9]=[CH:8][CH:7]=[CH:6][C:5]=1[CH2:10][C:11]([O:13][CH3:14])=[O:12])(=[O:17])[CH3:16]. The yield is 0.840.